Dataset: Reaction yield outcomes from USPTO patents with 853,638 reactions. Task: Predict the reaction yield, written as a fraction of the theoretical maximum amount of product (1.0 means a 100% yield; for example, 0.34 means a 34% yield). The reactants are [C:1]([O:5][CH:6]([C:11]1[C:12]([C:25]2[CH:30]=[CH:29][CH:28]=[CH:27][CH:26]=2)=[C:13]2[C:20]([CH3:21])=[C:19]([CH3:22])[N:18]([CH2:23][CH3:24])[C:14]2=[N:15][C:16]=1[CH3:17])[C:7]([O:9][CH3:10])=[O:8])([CH3:4])([CH3:3])[CH3:2].[C:31](C1C=CC(B(O)O)=CC=1)#[N:32].C(=O)(O)[O-].[Na+]. The catalyst is CC(N(C)C)=O.O. The product is [C:1]([O:5][CH:6]([C:11]1[C:12]([C:25]2[CH:30]=[CH:29][C:28]([C:31]#[N:32])=[CH:27][CH:26]=2)=[C:13]2[C:20]([CH3:21])=[C:19]([CH3:22])[N:18]([CH2:23][CH3:24])[C:14]2=[N:15][C:16]=1[CH3:17])[C:7]([O:9][CH3:10])=[O:8])([CH3:2])([CH3:3])[CH3:4]. The yield is 0.430.